From a dataset of NCI-60 drug combinations with 297,098 pairs across 59 cell lines. Regression. Given two drug SMILES strings and cell line genomic features, predict the synergy score measuring deviation from expected non-interaction effect. (1) Drug 1: CC1=C(N=C(N=C1N)C(CC(=O)N)NCC(C(=O)N)N)C(=O)NC(C(C2=CN=CN2)OC3C(C(C(C(O3)CO)O)O)OC4C(C(C(C(O4)CO)O)OC(=O)N)O)C(=O)NC(C)C(C(C)C(=O)NC(C(C)O)C(=O)NCCC5=NC(=CS5)C6=NC(=CS6)C(=O)NCCC[S+](C)C)O. Drug 2: CC12CCC3C(C1CCC2O)C(CC4=C3C=CC(=C4)O)CCCCCCCCCS(=O)CCCC(C(F)(F)F)(F)F. Cell line: HCC-2998. Synergy scores: CSS=10.0, Synergy_ZIP=-14.4, Synergy_Bliss=-27.1, Synergy_Loewe=-24.6, Synergy_HSA=-21.8. (2) Drug 1: CC1C(C(CC(O1)OC2CC(CC3=C2C(=C4C(=C3O)C(=O)C5=C(C4=O)C(=CC=C5)OC)O)(C(=O)C)O)N)O.Cl. Drug 2: CC(C1=C(C=CC(=C1Cl)F)Cl)OC2=C(N=CC(=C2)C3=CN(N=C3)C4CCNCC4)N. Cell line: EKVX. Synergy scores: CSS=7.76, Synergy_ZIP=-1.52, Synergy_Bliss=-0.571, Synergy_Loewe=-1.52, Synergy_HSA=-0.230. (3) Drug 1: CC1C(C(CC(O1)OC2CC(CC3=C2C(=C4C(=C3O)C(=O)C5=C(C4=O)C(=CC=C5)OC)O)(C(=O)CO)O)N)O.Cl. Drug 2: C1CCC(C(C1)N)N.C(=O)(C(=O)[O-])[O-].[Pt+4]. Cell line: IGROV1. Synergy scores: CSS=17.7, Synergy_ZIP=-7.54, Synergy_Bliss=-5.42, Synergy_Loewe=-3.38, Synergy_HSA=-2.36. (4) Drug 1: C1CC(C1)(C(=O)O)C(=O)O.[NH2-].[NH2-].[Pt+2]. Drug 2: CC12CCC3C(C1CCC2O)C(CC4=C3C=CC(=C4)O)CCCCCCCCCS(=O)CCCC(C(F)(F)F)(F)F. Cell line: OVCAR3. Synergy scores: CSS=1.67, Synergy_ZIP=2.06, Synergy_Bliss=-2.93, Synergy_Loewe=-5.33, Synergy_HSA=-2.71. (5) Drug 1: CC1OCC2C(O1)C(C(C(O2)OC3C4COC(=O)C4C(C5=CC6=C(C=C35)OCO6)C7=CC(=C(C(=C7)OC)O)OC)O)O. Drug 2: CC1C(C(CC(O1)OC2CC(CC3=C2C(=C4C(=C3O)C(=O)C5=CC=CC=C5C4=O)O)(C(=O)C)O)N)O. Cell line: A549. Synergy scores: CSS=61.0, Synergy_ZIP=-3.58, Synergy_Bliss=-2.93, Synergy_Loewe=-3.03, Synergy_HSA=3.73. (6) Drug 1: C1CN1C2=NC(=NC(=N2)N3CC3)N4CC4. Drug 2: CN(C)N=NC1=C(NC=N1)C(=O)N. Cell line: A549. Synergy scores: CSS=34.9, Synergy_ZIP=0.685, Synergy_Bliss=2.00, Synergy_Loewe=-11.9, Synergy_HSA=3.78. (7) Drug 1: C1=CC=C(C(=C1)C(C2=CC=C(C=C2)Cl)C(Cl)Cl)Cl. Drug 2: C1CCC(C(C1)N)N.C(=O)(C(=O)[O-])[O-].[Pt+4]. Cell line: ACHN. Synergy scores: CSS=12.8, Synergy_ZIP=-2.86, Synergy_Bliss=-0.311, Synergy_Loewe=-1.86, Synergy_HSA=0.1000.